Dataset: Full USPTO retrosynthesis dataset with 1.9M reactions from patents (1976-2016). Task: Predict the reactants needed to synthesize the given product. (1) Given the product [O:23]1[C:24]2[C:25](=[N:26][CH:27]=[CH:28][CH:29]=2)[O:30][C@@H:21]([C:18]2[CH:19]=[CH:20][C:15]([CH2:14][N:11]([CH:12]3[CH2:34][CH2:33][S:32](=[O:39])(=[O:31])[CH2:13]3)[CH3:10])=[CH:16][CH:17]=2)[CH2:22]1, predict the reactants needed to synthesize it. The reactants are: C(OC(N1[CH2:13][CH2:12][N:11]([CH2:14][C:15]2[CH:20]=[CH:19][C:18]([C@@H:21]3[O:30][C:25]4=[N:26][CH:27]=[CH:28][CH:29]=[C:24]4[O:23][CH2:22]3)=[CH:17][CH:16]=2)[CH2:10]C1)=O)(C)(C)C.[O:31]=[S:32]1(=[O:39])CC[CH:34](NC)[CH2:33]1. (2) Given the product [OH:46][CH2:45][C@H:41]([NH:40][C:32]1[C:33]2[S:38][C:37](=[O:39])[NH:36][C:34]=2[N:35]=[C:30]([O:6][CH2:7][C:8]2[CH:9]=[C:10]([N:14]([CH3:19])[S:15]([CH3:18])(=[O:17])=[O:16])[CH:11]=[CH:12][CH:13]=2)[N:31]=1)[CH2:42][CH2:43][CH3:44], predict the reactants needed to synthesize it. The reactants are: [Li]CCCC.[OH:6][CH2:7][C:8]1[CH:9]=[C:10]([N:14]([CH3:19])[S:15]([CH3:18])(=[O:17])=[O:16])[CH:11]=[CH:12][CH:13]=1.C(S([C:30]1[N:31]=[C:32]([NH:40][C@@H:41]([CH2:45][OH:46])[CH2:42][CH2:43][CH3:44])[C:33]2[S:38][C:37](=[O:39])[NH:36][C:34]=2[N:35]=1)(=O)=O)C1C=CC=CC=1. (3) Given the product [CH2:23]=[C:24]1[CH2:27][CH:26]([CH:28]([N:1]2[CH:5]=[C:4]([C:6]3[C:7]4[CH:14]=[CH:13][N:12]([CH2:15][O:16][CH2:17][CH2:18][Si:19]([CH3:22])([CH3:21])[CH3:20])[C:8]=4[N:9]=[CH:10][N:11]=3)[CH:3]=[N:2]2)[CH2:29][C:30]#[N:31])[CH2:25]1, predict the reactants needed to synthesize it. The reactants are: [NH:1]1[CH:5]=[C:4]([C:6]2[C:7]3[CH:14]=[CH:13][N:12]([CH2:15][O:16][CH2:17][CH2:18][Si:19]([CH3:22])([CH3:21])[CH3:20])[C:8]=3[N:9]=[CH:10][N:11]=2)[CH:3]=[N:2]1.[CH2:23]=[C:24]1[CH2:27][CH:26]([CH:28]=[CH:29][C:30]#[N:31])[CH2:25]1.N12CCCN=C1CCCCC2. (4) Given the product [Cl:1][C:2]1[C:11]2[C:6](=[CH:7][CH:8]=[C:9]([O:12][CH2:35][CH2:34][O:33][CH3:32])[CH:10]=2)[N:5]=[CH:4][N:3]=1, predict the reactants needed to synthesize it. The reactants are: [Cl:1][C:2]1[C:11]2[C:6](=[CH:7][CH:8]=[C:9]([OH:12])[CH:10]=2)[N:5]=[CH:4][N:3]=1.C1(P(C2C=CC=CC=2)C2C=CC=CC=2)C=CC=CC=1.[CH3:32][O:33][CH2:34][CH2:35]O.N(C(OC(C)C)=O)=NC(OC(C)C)=O. (5) Given the product [CH2:13]([O:15][C:16]1[CH:21]=[C:20]([C:22]([O:24][CH2:25][CH3:26])=[O:23])[CH:19]=[C:18]([CH:27]2[CH2:7][C:8](=[O:9])[CH2:28]2)[C:17]=1[C:29]1[CH:30]=[CH:31][C:32]([F:35])=[CH:33][CH:34]=1)[CH3:14], predict the reactants needed to synthesize it. The reactants are: P(Cl)(Cl)(Cl)=O.Cl[C:7](Cl)(Cl)[C:8](Cl)=[O:9].[CH2:13]([O:15][C:16]1[CH:21]=[C:20]([C:22]([O:24][CH2:25][CH3:26])=[O:23])[CH:19]=[C:18]([CH:27]=[CH2:28])[C:17]=1[C:29]1[CH:34]=[CH:33][C:32]([F:35])=[CH:31][CH:30]=1)[CH3:14].C(=O)([O-])O.[Na+]. (6) Given the product [Cl:1][C:2]1[CH:7]=[CH:6][C:5]([NH2:8])=[CH:4][C:3]=1[I:11], predict the reactants needed to synthesize it. The reactants are: [Cl:1][C:2]1[CH:7]=[CH:6][C:5]([N+:8]([O-])=O)=[CH:4][C:3]=1[I:11].CCO.[NH4+].[Cl-]. (7) Given the product [CH:1]([NH:14][CH2:15][C:16]([OH:18])=[O:17])([C:8]1[CH:9]=[CH:10][CH:11]=[CH:12][CH:13]=1)[C:2]1[CH:7]=[CH:6][CH:5]=[CH:4][CH:3]=1, predict the reactants needed to synthesize it. The reactants are: [CH:1]([NH:14][CH2:15][C:16]([O:18]CC)=[O:17])([C:8]1[CH:13]=[CH:12][CH:11]=[CH:10][CH:9]=1)[C:2]1[CH:7]=[CH:6][CH:5]=[CH:4][CH:3]=1.CO. (8) Given the product [NH2:10][C:9]1[CH:8]=[C:7]([CH3:21])[N:6]=[C:5]([CH3:22])[C:4]=1[C:1](=[O:3])[CH3:2], predict the reactants needed to synthesize it. The reactants are: [C:1]([C:4]1[C:5]([CH3:22])=[N:6][C:7]([CH3:21])=[CH:8][C:9]=1[NH:10]S(C1C=CC(C)=CC=1)(=O)=O)(=[O:3])[CH3:2].C(=O)([O-])[O-].[Na+].[Na+]. (9) The reactants are: C[O:2][C:3](=O)[CH2:4][C:5]([CH2:16][C:17]1[CH:22]=[CH:21][CH:20]=[CH:19][CH:18]=1)([C:14]#[N:15])[C:6]1[CH:11]=[CH:10][CH:9]=[C:8]([O:12][CH3:13])[CH:7]=1.CO.ClCCl. Given the product [CH2:16]([C:5]1([C:6]2[CH:11]=[CH:10][CH:9]=[C:8]([O:12][CH3:13])[CH:7]=2)[CH2:14][NH:15][C:3](=[O:2])[CH2:4]1)[C:17]1[CH:22]=[CH:21][CH:20]=[CH:19][CH:18]=1, predict the reactants needed to synthesize it.